Dataset: Reaction yield outcomes from USPTO patents with 853,638 reactions. Task: Predict the reaction yield, written as a fraction of the theoretical maximum amount of product (1.0 means a 100% yield; for example, 0.34 means a 34% yield). (1) The reactants are [CH3:1][O:2][C:3](=[O:16])[C:4]1[CH:9]=[C:8](I)[C:7]([NH:11][C:12](=[O:14])[CH3:13])=[CH:6][C:5]=1[Cl:15].[C:17]([Si:19]([CH3:22])([CH3:21])[CH3:20])#[CH:18]. The catalyst is ClCCl. The product is [CH3:1][O:2][C:3](=[O:16])[C:4]1[CH:9]=[C:8]([C:18]#[C:17][Si:19]([CH3:22])([CH3:21])[CH3:20])[C:7]([NH:11][C:12](=[O:14])[CH3:13])=[CH:6][C:5]=1[Cl:15]. The yield is 0.860. (2) The reactants are [CH2:1]([C:8]1[C:13]([O:14][CH3:15])=[CH:12][C:11](Br)=[CH:10][C:9]=1[O:17][CH3:18])[C:2]1[CH:7]=[CH:6][CH:5]=[CH:4][CH:3]=1.[B:19]1([B:19]2[O:23][C:22]([CH3:25])([CH3:24])[C:21]([CH3:27])([CH3:26])[O:20]2)[O:23][C:22]([CH3:25])([CH3:24])[C:21]([CH3:27])([CH3:26])[O:20]1. The catalyst is C1C=CC(P(C2C=CC=CC=2)[C-]2C=CC=C2)=CC=1.C1C=CC(P(C2C=CC=CC=2)[C-]2C=CC=C2)=CC=1.Cl[Pd]Cl.[Fe+2]. The product is [CH2:1]([C:8]1[C:13]([O:14][CH3:15])=[CH:12][C:11]([B:19]2[O:23][C:22]([CH3:25])([CH3:24])[C:21]([CH3:27])([CH3:26])[O:20]2)=[CH:10][C:9]=1[O:17][CH3:18])[C:2]1[CH:7]=[CH:6][CH:5]=[CH:4][CH:3]=1. The yield is 0.820.